From a dataset of Reaction yield outcomes from USPTO patents with 853,638 reactions. Predict the reaction yield, written as a fraction of the theoretical maximum amount of product (1.0 means a 100% yield; for example, 0.34 means a 34% yield). (1) The reactants are [CH2:1]([C:5]1[N:6]([CH2:23][C:24]2[CH:29]=[CH:28][C:27]([C:30]3[C:31]([C:36]#[N:37])=[CH:32][CH:33]=[CH:34][CH:35]=3)=[CH:26][CH:25]=2)[C:7](=[O:22])[C:8]([C:12]2[CH:17]=[CH:16][C:15]([O:18][CH:19]([CH3:21])[CH3:20])=[CH:14][CH:13]=2)=[C:9]([CH3:11])[N:10]=1)[CH2:2][CH2:3][CH3:4].Cl.[NH2:39]O.[C:41](=[O:44])([O-])[OH:42].[Na+]. The catalyst is CS(C)=O.C(OCC)(=O)C. The product is [CH2:1]([C:5]1[N:6]([CH2:23][C:24]2[CH:25]=[CH:26][C:27]([C:30]3[CH:35]=[CH:34][CH:33]=[CH:32][C:31]=3[C:36]3[NH:39][C:41](=[O:44])[O:42][N:37]=3)=[CH:28][CH:29]=2)[C:7](=[O:22])[C:8]([C:12]2[CH:13]=[CH:14][C:15]([O:18][CH:19]([CH3:20])[CH3:21])=[CH:16][CH:17]=2)=[C:9]([CH3:11])[N:10]=1)[CH2:2][CH2:3][CH3:4]. The yield is 0.780. (2) The reactants are [Cl:1][C:2]1[N:3]=[C:4](Cl)[C:5]2[CH2:10][CH2:9][CH:8]([C:11]3[CH:16]=[CH:15][C:14]([F:17])=[CH:13][CH:12]=3)[C:6]=2[N:7]=1.[N:19]1([C:25]([O:27][C:28]([CH3:31])([CH3:30])[CH3:29])=[O:26])[CH2:24][CH2:23][NH:22][CH2:21][CH2:20]1. No catalyst specified. The product is [Cl:1][C:2]1[N:3]=[C:4]([N:22]2[CH2:21][CH2:20][N:19]([C:25]([O:27][C:28]([CH3:31])([CH3:30])[CH3:29])=[O:26])[CH2:24][CH2:23]2)[C:5]2[CH2:10][CH2:9][CH:8]([C:11]3[CH:16]=[CH:15][C:14]([F:17])=[CH:13][CH:12]=3)[C:6]=2[N:7]=1. The yield is 0.760.